The task is: Predict the reactants needed to synthesize the given product.. This data is from Full USPTO retrosynthesis dataset with 1.9M reactions from patents (1976-2016). (1) The reactants are: FC(F)(F)C(O)=O.[F:8][C:9]1[C:14]([F:15])=[CH:13][CH:12]=[CH:11][C:10]=1[C@H:16]1[CH2:22][N:21]2[C:23]([CH2:26][C:27]([F:30])([F:29])[F:28])=[CH:24][N:25]=[C:20]2[C@H:19]([NH:31]C(=O)OC(C)(C)C)[CH2:18][CH2:17]1.C(=O)(O)[O-].[Na+]. Given the product [F:8][C:9]1[C:14]([F:15])=[CH:13][CH:12]=[CH:11][C:10]=1[C@H:16]1[CH2:22][N:21]2[C:23]([CH2:26][C:27]([F:30])([F:28])[F:29])=[CH:24][N:25]=[C:20]2[C@H:19]([NH2:31])[CH2:18][CH2:17]1, predict the reactants needed to synthesize it. (2) Given the product [Cl:15][C:2]1[N:7]=[CH:6][C:5]([C:8]([O:10][CH2:11][CH3:12])=[O:9])=[CH:4][N:3]=1, predict the reactants needed to synthesize it. The reactants are: O=[C:2]1[N:7]=[CH:6][C:5]([C:8]([O:10][CH2:11][CH3:12])=[O:9])=[CH:4][NH:3]1.O=P(Cl)(Cl)[Cl:15]. (3) Given the product [CH3:29][O:28][C:22]1[CH:21]=[C:20]([CH:25]=[CH:24][C:23]=1[O:26][CH3:27])[CH2:19][N:6]1[C:5](=[O:30])[C:4]2[C:9](=[CH:10][CH:11]=[C:2]([NH:1][CH2:33][C:32]#[CH:31])[CH:3]=2)[N:8]([CH:12]2[CH2:17][CH2:16][O:15][CH2:14][CH2:13]2)[C:7]1=[O:18], predict the reactants needed to synthesize it. The reactants are: [NH2:1][C:2]1[CH:3]=[C:4]2[C:9](=[CH:10][CH:11]=1)[N:8]([CH:12]1[CH2:17][CH2:16][O:15][CH2:14][CH2:13]1)[C:7](=[O:18])[N:6]([CH2:19][C:20]1[CH:25]=[CH:24][C:23]([O:26][CH3:27])=[C:22]([O:28][CH3:29])[CH:21]=1)[C:5]2=[O:30].[CH2:31](Br)[C:32]#[CH:33].C([O-])([O-])=O.[K+].[K+].[I-].[Na+]. (4) Given the product [CH3:50][O:49][C:44]1[CH:45]=[CH:46][CH:47]=[CH:48][C:43]=1[C:40]1[CH:41]=[C:42]2[C:37](=[CH:38][CH:39]=1)[NH:36][C:35]([CH3:52])([CH3:51])[CH:34]=[C:33]2[CH2:32][NH:14][C:15]1[CH:20]=[CH:19][CH:18]=[CH:17][CH:16]=1, predict the reactants needed to synthesize it. The reactants are: ClC1C=C(SCC2[C:20]3[C:15](=[CH:16][CH:17]=[C:18](C4C=CC=CC=4OC)[CH:19]=3)[NH:14]C(C)(C)C=2)C=C(Cl)C=1.Br[CH2:32][C:33]1[C:42]2[C:37](=[CH:38][CH:39]=[C:40]([C:43]3[CH:48]=[CH:47][CH:46]=[CH:45][C:44]=3[O:49][CH3:50])[CH:41]=2)[NH:36][C:35]([CH3:52])([CH3:51])[CH:34]=1.C(=O)([O-])[O-].[K+].[K+].ClC1C=C(S)C=C(Cl)C=1. (5) The reactants are: COC1C=C(C(C2C=CC=CC=2)=O)C=C(OC)C=1.C[Si]([N-][Si](C)(C)C)(C)C.[Li+].C(OP(CC#N)(=O)OCC)C.O1[C:45]2[CH:46]=[CH:47][C:48]([C:50]([C:54]3[CH:59]=[C:58]([O:60][CH3:61])[CH:57]=[C:56]([O:62][CH3:63])[CH:55]=3)=[CH:51][C:52]#[N:53])=[CH:49][C:44]=2OCC1. Given the product [CH3:63][O:62][C:56]1[CH:55]=[C:54]([C:50]([C:48]2[CH:49]=[CH:44][CH:45]=[CH:46][CH:47]=2)=[CH:51][C:52]#[N:53])[CH:59]=[C:58]([O:60][CH3:61])[CH:57]=1, predict the reactants needed to synthesize it. (6) Given the product [CH3:1][C:2]([CH3:38])=[CH:3][CH2:4][C:5]1[C:10]([OH:11])=[CH:9][C:8]([OH:19])=[CH:7][C:6]=1/[CH:20]=[CH:21]/[C:22]1[CH:27]=[CH:26][C:25]([OH:28])=[C:24]([O:36][CH3:37])[CH:23]=1, predict the reactants needed to synthesize it. The reactants are: [CH3:1][C:2]([CH3:38])=[CH:3][CH2:4][C:5]1[C:10]([O:11]CC2C=CC=CC=2)=[CH:9][C:8]([OH:19])=[CH:7][C:6]=1/[CH:20]=[CH:21]/[C:22]1[CH:27]=[CH:26][C:25]([O:28]CC2C=CC=CC=2)=[C:24]([O:36][CH3:37])[CH:23]=1.C1CC=CCC=1. (7) Given the product [CH3:36][NH:32][C:24]([C@H:12]1[NH:11][C:10](=[O:27])[C:9]2=[CH:28][C:5](=[C:6]([CH3:30])[CH:7]=[C:8]2[CH3:29])[C:4]2=[CH:22][C:20](=[N:21][C:2]([NH2:1])=[N:3]2)[S:19][CH2:18][CH2:17][C:16](=[O:23])[NH:15][CH2:14][CH2:13]1)=[O:26], predict the reactants needed to synthesize it. The reactants are: [NH2:1][C:2]1[N:21]=[C:20]2[CH:22]=[C:4]([C:5]3[CH:28]=[C:9]([C:10](=[O:27])[NH:11][C@H:12]([C:24]([OH:26])=O)[CH2:13][CH2:14][NH:15][C:16](=[O:23])[CH2:17][CH2:18][S:19]2)[C:8]([CH3:29])=[CH:7][C:6]=3[CH3:30])[N:3]=1.O[N:32]1[C:36]2C=CC=CC=2N=N1.CN.Cl.C(N=C=NCCCN(C)C)C.C(N(C(C)C)CC)(C)C.